This data is from Reaction yield outcomes from USPTO patents with 853,638 reactions. The task is: Predict the reaction yield, written as a fraction of the theoretical maximum amount of product (1.0 means a 100% yield; for example, 0.34 means a 34% yield). The reactants are [CH:1]1[C:6]([C:7]2[S:15][C:14]3[CH:13]=[C:12]([OH:16])[CH:11]=[CH:10][C:9]=3[C:8]=2[C:17]([C:19]2[CH:20]=[CH:21][C:22]([O:25][CH2:26][CH2:27][N:28]3[CH2:33][CH2:32][CH2:31][CH2:30][CH2:29]3)=[CH:23][CH:24]=2)=[O:18])=[CH:5][CH:4]=[C:3]([OH:34])[CH:2]=1.C([O-])(=O)C(C)O.C[Si](C)(C)[Cl:43]. The catalyst is C(#N)C. The product is [CH:5]1[C:6]([C:7]2[S:15][C:14]3[CH:13]=[C:12]([OH:16])[CH:11]=[CH:10][C:9]=3[C:8]=2[C:17]([C:19]2[CH:24]=[CH:23][C:22]([O:25][CH2:26][CH2:27][N:28]3[CH2:33][CH2:32][CH2:31][CH2:30][CH2:29]3)=[CH:21][CH:20]=2)=[O:18])=[CH:1][CH:2]=[C:3]([OH:34])[CH:4]=1.[ClH:43]. The yield is 0.825.